This data is from Forward reaction prediction with 1.9M reactions from USPTO patents (1976-2016). The task is: Predict the product of the given reaction. (1) Given the reactants [CH3:1][C:2]1[N:6]2[N:7]=[C:8](/[CH:11]=[CH:12]/[C:13]3[N:17]([CH3:18])[N:16]=[C:15]([N:19]4[CH2:23][CH2:22][CH2:21][CH2:20]4)[N:14]=3)[CH:9]=[CH:10][C:5]2=[N:4][C:3]=1[C:24]#[N:25], predict the reaction product. The product is: [CH3:1][C:2]1[N:6]2[N:7]=[C:8]([CH2:11][CH2:12][C:13]3[N:17]([CH3:18])[N:16]=[C:15]([N:19]4[CH2:23][CH2:22][CH2:21][CH2:20]4)[N:14]=3)[CH:9]=[CH:10][C:5]2=[N:4][C:3]=1[C:24]#[N:25]. (2) Given the reactants [C:1]1([C:7]2([C:13]#[N:14])[CH2:12][CH2:11][NH:10][CH2:9][CH2:8]2)[CH:6]=[CH:5][CH:4]=[CH:3][CH:2]=1.C(N(CC)CC)C.[C:22](O[C:22]([O:24][C:25]([CH3:28])([CH3:27])[CH3:26])=[O:23])([O:24][C:25]([CH3:28])([CH3:27])[CH3:26])=[O:23], predict the reaction product. The product is: [C:13]([C:7]1([C:1]2[CH:2]=[CH:3][CH:4]=[CH:5][CH:6]=2)[CH2:8][CH2:9][N:10]([C:22]([O:24][C:25]([CH3:28])([CH3:27])[CH3:26])=[O:23])[CH2:11][CH2:12]1)#[N:14]. (3) The product is: [CH:17]([C:14]1[CH:15]=[CH:16][C:9]([O:5][C@@H:2]([CH3:1])[CH2:3][CH3:4])=[C:10]([CH:13]=1)[C:11]#[N:12])=[O:18]. Given the reactants [CH3:1][C@H:2]([OH:5])[CH2:3][CH3:4].[H-].[Na+].F[C:9]1[CH:16]=[CH:15][C:14]([CH:17]=[O:18])=[CH:13][C:10]=1[C:11]#[N:12], predict the reaction product. (4) Given the reactants [N:1]([CH2:4][CH2:5][CH2:6][C:7]([O:9]CC)=[O:8])=[N+:2]=[N-:3].[OH-].[K+].O, predict the reaction product. The product is: [N:1]([CH2:4][CH2:5][CH2:6][C:7]([OH:9])=[O:8])=[N+:2]=[N-:3].